From a dataset of Forward reaction prediction with 1.9M reactions from USPTO patents (1976-2016). Predict the product of the given reaction. (1) Given the reactants [Si:1]([O:8][C:9]1[CH:10]=[C:11]2[C:15](=[CH:16][CH:17]=1)[NH:14][N:13]=[C:12]2[I:18])([C:4]([CH3:7])([CH3:6])[CH3:5])([CH3:3])[CH3:2].C(=O)([O-])[O-].[K+].[K+].Br[CH2:26][C:27]([O:29][C:30]([CH3:33])([CH3:32])[CH3:31])=[O:28].O, predict the reaction product. The product is: [Si:1]([O:8][C:9]1[CH:10]=[C:11]2[C:15](=[CH:16][CH:17]=1)[N:14]([CH2:26][C:27]([O:29][C:30]([CH3:33])([CH3:32])[CH3:31])=[O:28])[N:13]=[C:12]2[I:18])([C:4]([CH3:7])([CH3:5])[CH3:6])([CH3:3])[CH3:2]. (2) Given the reactants [C:1]([C:4]1[CH:9]=[CH:8][C:7]([CH:10]2[CH2:14][CH2:13][CH2:12][N:11]2[C:15]([O:17][C:18]([CH3:21])([CH3:20])[CH3:19])=[O:16])=[CH:6][C:5]=1[F:22])(O)=O.C1N=CN(C(N2C=NC=C2)=O)C=1.Cl.Cl.[NH2:37][C:38]1[C:46]([NH2:47])=[CH:45][CH:44]=[CH:43][C:39]=1[C:40]([NH2:42])=[O:41], predict the reaction product. The product is: [C:40]([C:39]1[C:38]2[N:37]=[C:1]([C:4]3[CH:9]=[CH:8][C:7]([CH:10]4[CH2:14][CH2:13][CH2:12][N:11]4[C:15]([O:17][C:18]([CH3:21])([CH3:20])[CH3:19])=[O:16])=[CH:6][C:5]=3[F:22])[NH:47][C:46]=2[CH:45]=[CH:44][CH:43]=1)(=[O:41])[NH2:42]. (3) Given the reactants Br[C:2]1[S:3][CH:4]=[CH:5][N:6]=1.[S:7]1[CH:11]=[CH:10][CH:9]=[C:8]1B(O)O.C(=O)([O-])[O-].[Na+].[Na+], predict the reaction product. The product is: [S:7]1[CH:11]=[CH:10][CH:9]=[C:8]1[C:2]1[S:3][CH:4]=[CH:5][N:6]=1. (4) Given the reactants [CH2:1]([O:17][CH2:18][C@H:19]([CH2:21][OH:22])[OH:20])[CH2:2][CH2:3][CH2:4][CH2:5][CH2:6][CH2:7][CH2:8][CH2:9][CH2:10][CH2:11][CH2:12][CH2:13][CH2:14][CH2:15][CH3:16].[C:23]1([C:29]([C:37]2[CH:42]=[CH:41][CH:40]=[CH:39][CH:38]=2)([C:31]2[CH:36]=[CH:35][CH:34]=[CH:33][CH:32]=2)Cl)[CH:28]=[CH:27][CH:26]=[CH:25][CH:24]=1.C(N(CC)CC)C, predict the reaction product. The product is: [CH2:1]([O:17][CH2:18][C@H:19]([CH2:21][O:22][C:29]([C:23]1[CH:28]=[CH:27][CH:26]=[CH:25][CH:24]=1)([C:37]1[CH:38]=[CH:39][CH:40]=[CH:41][CH:42]=1)[C:31]1[CH:32]=[CH:33][CH:34]=[CH:35][CH:36]=1)[OH:20])[CH2:2][CH2:3][CH2:4][CH2:5][CH2:6][CH2:7][CH2:8][CH2:9][CH2:10][CH2:11][CH2:12][CH2:13][CH2:14][CH2:15][CH3:16]. (5) Given the reactants [C:1]([C:3]1[CH:4]=[CH:5][C:6]2[NH:12][C:11](=[O:13])[C@@H:10]([NH:14][C:15](=[O:21])OC(C)(C)C)[C@H:9]([CH3:22])[N:8]([C:23](=[O:29])[CH2:24][S:25]([CH3:28])(=[O:27])=[O:26])[C:7]=2[CH:30]=1)#[N:2].[C:31]([N:38]([CH3:44])[C@H:39](C(O)=O)[CH3:40])([O:33][C:34]([CH3:37])([CH3:36])[CH3:35])=[O:32].C(N(CC)C(C)C)(C)C.CN(C(ON1N=NC2C=CC=CC1=2)=[N+](C)C)C.F[P-](F)(F)(F)(F)F, predict the reaction product. The product is: [C:1]([C:3]1[CH:4]=[CH:5][C:6]2[NH:12][C:11](=[O:13])[C@@H:10]([NH:14][C:15](=[O:21])[C@@H:39]([N:38]([CH3:44])[C:31](=[O:32])[O:33][C:34]([CH3:36])([CH3:35])[CH3:37])[CH3:40])[C@H:9]([CH3:22])[N:8]([C:23](=[O:29])[CH2:24][S:25]([CH3:28])(=[O:26])=[O:27])[C:7]=2[CH:30]=1)#[N:2]. (6) Given the reactants FC(F)(F)C(O)=O.[Cl:8][C:9]1[CH:10]=[CH:11][C:12]([CH2:15][O:16][C:17]2[CH:22]=[CH:21][N:20]([C:23]3[CH:28]=[CH:27][C:26]([O:29][C@@H:30]4[CH2:34][CH2:33][N:32](C(OC(C)(C)C)=O)[CH2:31]4)=[CH:25][CH:24]=3)[C:19](=[O:42])[CH:18]=2)=[N:13][CH:14]=1, predict the reaction product. The product is: [Cl:8][C:9]1[CH:10]=[CH:11][C:12]([CH2:15][O:16][C:17]2[CH:22]=[CH:21][N:20]([C:23]3[CH:24]=[CH:25][C:26]([O:29][C@@H:30]4[CH2:34][CH2:33][NH:32][CH2:31]4)=[CH:27][CH:28]=3)[C:19](=[O:42])[CH:18]=2)=[N:13][CH:14]=1. (7) Given the reactants [CH3:1][C:2]1[C:3]([C:22](OC)=[O:23])=[CH:4][N:5]([C:16]2[CH:21]=[CH:20][CH:19]=[CH:18][CH:17]=2)[C:6]=1[S:7]([C:10]1[CH:15]=[CH:14][CH:13]=[CH:12][CH:11]=1)(=[O:9])=[O:8].C1(C)C=CC=CC=1.[H-].C([Al+]CC(C)C)C(C)C, predict the reaction product. The product is: [CH3:1][C:2]1[C:3]([CH:22]=[O:23])=[CH:4][N:5]([C:16]2[CH:17]=[CH:18][CH:19]=[CH:20][CH:21]=2)[C:6]=1[S:7]([C:10]1[CH:15]=[CH:14][CH:13]=[CH:12][CH:11]=1)(=[O:9])=[O:8]. (8) Given the reactants [Cl:1][C:2]1[C:11]2[C:6](=[CH:7][C:8](Br)=[CH:9][CH:10]=2)[CH:5]=[CH:4][C:3]=1[OH:13], predict the reaction product. The product is: [Cl:1][C:2]1[C:11]2[C:6](=[CH:7][C:8]([C:11]#[C:2][CH2:3][CH2:4][CH3:5])=[CH:9][CH:10]=2)[CH:5]=[CH:4][C:3]=1[OH:13]. (9) The product is: [C:1]([C:3]1[CH:4]=[CH:5][C:6]([NH:12][C:13]([C:15]2[CH:20]=[N:19][C:18]([CH2:21][CH2:22][C:23]3[CH:24]=[CH:25][CH:26]=[CH:27][CH:28]=3)=[CH:17][N:16]=2)=[O:14])=[C:7]([CH:11]=1)[C:8]([OH:10])=[O:9])#[N:2]. Given the reactants [C:1]([C:3]1[CH:4]=[CH:5][C:6]([NH:12][C:13]([C:15]2[CH:20]=[N:19][C:18](/[CH:21]=[CH:22]/[C:23]3[CH:28]=[CH:27][CH:26]=[CH:25][CH:24]=3)=[CH:17][N:16]=2)=[O:14])=[C:7]([CH:11]=1)[C:8]([O-:10])=[O:9])#[N:2].[H][H], predict the reaction product. (10) Given the reactants [C:1]([NH:4][C:5]1[S:6][C:7]([C:11]2[S:15][C:14]([S:16](Cl)(=[O:18])=[O:17])=[CH:13][CH:12]=2)=[C:8]([CH3:10])[N:9]=1)(=[O:3])[CH3:2].[NH:20]1[CH2:25][CH2:24][O:23][CH2:22][CH2:21]1.CCN(C(C)C)C(C)C, predict the reaction product. The product is: [CH3:10][C:8]1[N:9]=[C:5]([NH:4][C:1](=[O:3])[CH3:2])[S:6][C:7]=1[C:11]1[S:15][C:14]([S:16]([N:20]2[CH2:25][CH2:24][O:23][CH2:22][CH2:21]2)(=[O:18])=[O:17])=[CH:13][CH:12]=1.